From a dataset of Forward reaction prediction with 1.9M reactions from USPTO patents (1976-2016). Predict the product of the given reaction. (1) Given the reactants [CH2:1]([Mg]Br)[CH3:2].[CH3:5][C:6]([CH3:11])([CH3:10])[CH2:7][CH:8]=[O:9].[Cl-].[NH4+], predict the reaction product. The product is: [CH3:5][C:6]([CH3:11])([CH3:10])[CH2:7][CH:8]([OH:9])[CH2:1][CH3:2]. (2) Given the reactants [Br:1][C:2]1[CH:3]=[C:4]([NH2:8])[CH:5]=[N:6][CH:7]=1.C(N(CC)CC)C.[CH2:16]([S:18](Cl)(=[O:20])=[O:19])[CH3:17].[OH-].[Na+], predict the reaction product. The product is: [Br:1][C:2]1[CH:3]=[C:4]([NH:8][S:18]([CH2:16][CH3:17])(=[O:20])=[O:19])[CH:5]=[N:6][CH:7]=1. (3) The product is: [CH3:20][CH2:19][CH2:18][CH2:17][CH2:16][CH2:15][CH2:14][CH2:13][C:10]1[CH:11]=[CH:12][C:7]([CH2:5][CH2:4][C:3]([NH2:23])([CH2:2][OH:1])[CH2:21][OH:22])=[CH:8][CH:9]=1.[ClH:28]. Given the reactants [OH:1][CH2:2][C:3]([N+:23]([O-])=O)([CH2:21][OH:22])[CH2:4][CH:5]([C:7]1[CH:12]=[CH:11][C:10]([CH2:13][CH2:14][CH2:15][CH2:16][CH2:17][CH2:18][CH2:19][CH3:20])=[CH:9][CH:8]=1)O.[H][H].[ClH:28], predict the reaction product. (4) Given the reactants [CH2:1]([O:8][C:9]1[C:10](I)=[N:11][C:12]([CH3:15])=[CH:13][CH:14]=1)[C:2]1[CH:7]=[CH:6][CH:5]=[CH:4][CH:3]=1.CC1(C)C(C)(C)OB([C:25]2[CH:26]=[N:27][CH:28]=[CH:29][CH:30]=2)O1.C([O-])([O-])=O.[Cs+].[Cs+].CO, predict the reaction product. The product is: [CH3:15][C:12]1[N:11]=[C:10]([C:25]2[CH:26]=[N:27][CH:28]=[CH:29][CH:30]=2)[C:9]([O:8][CH2:1][C:2]2[CH:7]=[CH:6][CH:5]=[CH:4][CH:3]=2)=[CH:14][CH:13]=1. (5) Given the reactants [CH2:1]([O:8][C:9]1[CH:14]=[CH:13][CH:12]=[C:11]([O:15][CH2:16][C:17]2[CH:22]=[CH:21][CH:20]=[CH:19][CH:18]=2)[C:10]=1[C:23](=O)[CH3:24])[C:2]1[CH:7]=[CH:6][CH:5]=[CH:4][CH:3]=1.[CH:26]([CH:28]1[CH2:33][CH2:32][CH2:31][N:30]([C:34]([O:36][C:37]([CH3:40])([CH3:39])[CH3:38])=[O:35])[CH2:29]1)=O.[C:41]([O:45][C:46](=[O:50])[CH2:47][C:48]#[N:49])([CH3:44])([CH3:43])[CH3:42].C([O-])(=O)C.[NH4+:55], predict the reaction product. The product is: [NH2:49][C:48]1[N:55]=[C:23]([C:10]2[C:9]([O:8][CH2:1][C:2]3[CH:7]=[CH:6][CH:5]=[CH:4][CH:3]=3)=[CH:14][CH:13]=[CH:12][C:11]=2[O:15][CH2:16][C:17]2[CH:22]=[CH:21][CH:20]=[CH:19][CH:18]=2)[CH:24]=[C:26]([CH:28]2[CH2:33][CH2:32][CH2:31][N:30]([C:34]([O:36][C:37]([CH3:40])([CH3:39])[CH3:38])=[O:35])[CH2:29]2)[C:47]=1[C:46]([O:45][C:41]([CH3:44])([CH3:43])[CH3:42])=[O:50].